Predict which catalyst facilitates the given reaction. From a dataset of Catalyst prediction with 721,799 reactions and 888 catalyst types from USPTO. (1) Reactant: [C:1]1([C@H:7]([CH2:11][CH3:12])[C:8]([OH:10])=O)[CH:6]=[CH:5][CH:4]=[CH:3][CH:2]=1.ON1C2C=CC=CC=2N=N1.CN(C)CCCN=C=NCC.[CH2:34]([N:41]1[CH2:45][C@H:44]2[C@H:46]([NH2:49])[CH2:47][CH2:48][C@H:43]2[CH2:42]1)[C:35]1[CH:40]=[CH:39][CH:38]=[CH:37][CH:36]=1. Product: [CH2:34]([N:41]1[CH2:45][C@H:44]2[C@H:46]([NH:49][C:8](=[O:10])[C@H:7]([C:1]3[CH:2]=[CH:3][CH:4]=[CH:5][CH:6]=3)[CH2:11][CH3:12])[CH2:47][CH2:48][C@H:43]2[CH2:42]1)[C:35]1[CH:36]=[CH:37][CH:38]=[CH:39][CH:40]=1. The catalyst class is: 4. (2) Product: [CH3:28][C:18]1[CH:23]=[CH:22][C:21]([S:24]([O:7][C@H:4]([CH2:3][CH:2]([CH3:1])[CH2:8][CH2:9][CH:10]=[CH2:11])[CH2:5][CH3:6])(=[O:26])=[O:25])=[CH:20][CH:19]=1. The catalyst class is: 64. Reactant: [CH3:1][CH:2]([CH2:8][CH2:9][CH:10]=[CH2:11])[CH2:3][C@@H:4]([OH:7])[CH2:5][CH3:6].N1C=CC=CC=1.[C:18]1([CH3:28])[CH:23]=[CH:22][C:21]([S:24](Cl)(=[O:26])=[O:25])=[CH:20][CH:19]=1. (3) The catalyst class is: 185. Reactant: [C:1]12([NH:11][C:12]([C:14]3[N:15]=[C:16](Br)[N:17]4[CH:22]=[CH:21][CH:20]=[CH:19][C:18]=34)=[O:13])[CH2:10][CH:5]3[CH2:6][CH:7]([CH2:9][CH:3]([CH2:4]3)[CH2:2]1)[CH2:8]2.[C:24]1([OH:30])[CH:29]=[CH:28][CH:27]=[CH:26][CH:25]=1.Cl.CN(C)CC(O)=O.C([O-])([O-])=O.[Cs+].[Cs+]. Product: [C:1]12([NH:11][C:12]([C:14]3[N:15]=[C:16]([O:30][C:24]4[CH:29]=[CH:28][CH:27]=[CH:26][CH:25]=4)[N:17]4[CH:22]=[CH:21][CH:20]=[CH:19][C:18]=34)=[O:13])[CH2:10][CH:5]3[CH2:6][CH:7]([CH2:9][CH:3]([CH2:4]3)[CH2:2]1)[CH2:8]2. (4) Reactant: [N+:1]([C:4]1[C:5]([NH:28][CH3:29])=[CH:6][C:7]([O:23][CH2:24][CH:25]([F:27])[F:26])=[C:8]([CH:22]=1)[C:9]([NH:11][C@H:12]1[CH2:17][CH2:16][C@H:15]([C:18]([F:21])([F:20])[F:19])[CH2:14][CH2:13]1)=[O:10])([O-])=O.[H][H]. Product: [NH2:1][C:4]1[C:5]([NH:28][CH3:29])=[CH:6][C:7]([O:23][CH2:24][CH:25]([F:26])[F:27])=[C:8]([CH:22]=1)[C:9]([NH:11][C@H:12]1[CH2:13][CH2:14][C@H:15]([C:18]([F:21])([F:20])[F:19])[CH2:16][CH2:17]1)=[O:10]. The catalyst class is: 45. (5) Reactant: [OH:1][CH:2]([C:4]1[CH:5]=[C:6]([C:15]([O:17][CH2:18][CH3:19])=[O:16])[CH:7]=[C:8]([CH:14]=1)[C:9]([O:11][CH2:12][CH3:13])=[O:10])[CH3:3]. Product: [C:2]([C:4]1[CH:14]=[C:8]([C:9]([O:11][CH2:12][CH3:13])=[O:10])[CH:7]=[C:6]([CH:5]=1)[C:15]([O:17][CH2:18][CH3:19])=[O:16])(=[O:1])[CH3:3]. The catalyst class is: 697. (6) Reactant: Br[C:2]1[C:3](Cl)=[CH:4][C:5]([N:8]([C:16]([O:18][C:19]([CH3:22])([CH3:21])[CH3:20])=[O:17])[C:9](=[O:15])[O:10][C:11]([CH3:14])([CH3:13])[CH3:12])=[N:6][CH:7]=1.CC(C1C=C(C(C)C)C(C2C=CC=CC=2P(C2CCCCC2)C2CCCCC2)=C(C(C)C)C=1)C.[O:58]1[CH2:63]COC[CH2:59]1. Product: [C:11]([O:10][C:9]([N:8]([C:5]1[N:6]=[CH:7][C:2]2[CH2:59][O:58][CH2:63][C:3]=2[CH:4]=1)[C:16](=[O:17])[O:18][C:19]([CH3:22])([CH3:21])[CH3:20])=[O:15])([CH3:14])([CH3:13])[CH3:12]. The catalyst class is: 110. (7) Reactant: [CH2:1]([O:8][NH:9][C@H:10]1[CH2:14][NH:13][C@H:12]([C:15]([O:17][CH2:18][CH:19]=[CH2:20])=[O:16])[CH2:11]1)[C:2]1[CH:7]=[CH:6][CH:5]=[CH:4][CH:3]=1.[C:21](O[C:21]([O:23][C:24]([CH3:27])([CH3:26])[CH3:25])=[O:22])([O:23][C:24]([CH3:27])([CH3:26])[CH3:25])=[O:22]. Product: [CH2:1]([O:8][NH:9][C@H:10]1[CH2:14][N:13]([C:21]([O:23][C:24]([CH3:27])([CH3:26])[CH3:25])=[O:22])[C@H:12]([C:15]([O:17][CH2:18][CH:19]=[CH2:20])=[O:16])[CH2:11]1)[C:2]1[CH:3]=[CH:4][CH:5]=[CH:6][CH:7]=1. The catalyst class is: 4. (8) Reactant: [NH2:1][C@H:2]([CH2:8][C:9]1[CH:14]=[C:13]([C:15]([F:18])([F:17])[F:16])[C:12]([NH2:19])=[C:11]([Cl:20])[CH:10]=1)[C:3]([O:5][CH2:6][CH3:7])=[O:4].C(N(C(C)C)C(C)C)C.[NH:30]1[CH2:35][CH2:34][CH:33]([N:36]2[CH2:42][CH2:41][C:40]3[CH:43]=[CH:44][CH:45]=[CH:46][C:39]=3[NH:38][C:37]2=[O:47])[CH2:32][CH2:31]1.CN([CH:51]=[O:52])C. Product: [NH2:19][C:12]1[C:13]([C:15]([F:17])([F:18])[F:16])=[CH:14][C:9]([CH2:8][C@@H:2]([NH:1][C:51]([N:30]2[CH2:31][CH2:32][CH:33]([N:36]3[CH2:42][CH2:41][C:40]4[CH:43]=[CH:44][CH:45]=[CH:46][C:39]=4[NH:38][C:37]3=[O:47])[CH2:34][CH2:35]2)=[O:52])[C:3]([O:5][CH2:6][CH3:7])=[O:4])=[CH:10][C:11]=1[Cl:20]. The catalyst class is: 1. (9) Reactant: Cl[C:2]1[CH:7]=[C:6]([O:8][CH:9]([CH3:11])[CH3:10])[C:5]([N+:12]([O-:14])=[O:13])=[CH:4][C:3]=1[CH3:15].[B:16]1([B:16]2[O:20][C:19]([CH3:22])([CH3:21])[C:18]([CH3:24])([CH3:23])[O:17]2)[O:20][C:19]([CH3:22])([CH3:21])[C:18]([CH3:24])([CH3:23])[O:17]1.C1(P(C2CCCCC2)C2CCCCC2)CCCCC1.CC([O-])=O.[K+]. Product: [CH3:15][C:3]1[CH:4]=[C:5]([N+:12]([O-:14])=[O:13])[C:6]([O:8][CH:9]([CH3:11])[CH3:10])=[CH:7][C:2]=1[B:16]1[O:20][C:19]([CH3:22])([CH3:21])[C:18]([CH3:24])([CH3:23])[O:17]1. The catalyst class is: 62.